From a dataset of Full USPTO retrosynthesis dataset with 1.9M reactions from patents (1976-2016). Predict the reactants needed to synthesize the given product. (1) Given the product [Br:4][C:5]1[CH:10]=[N:9][C:8]([N:11]2[C:19]3[C:14](=[CH:15][CH:16]=[C:17]([C:20]([OH:22])=[O:21])[CH:18]=3)[C:13]([S:24][CH3:25])=[N:12]2)=[N:7][CH:6]=1, predict the reactants needed to synthesize it. The reactants are: O.[OH-].[Li+].[Br:4][C:5]1[CH:6]=[N:7][C:8]([N:11]2[C:19]3[C:14](=[CH:15][CH:16]=[C:17]([C:20]([O:22]C)=[O:21])[CH:18]=3)[C:13]([S:24][CH3:25])=[N:12]2)=[N:9][CH:10]=1.O. (2) Given the product [CH3:1][O:2][C:3](=[O:16])[CH2:4][O:7][C:8]1[CH:13]=[CH:12][C:11]([OH:14])=[C:10]([CH3:17])[C:9]=1[CH3:15], predict the reactants needed to synthesize it. The reactants are: [CH3:1][O:2][C:3](=[O:16])[C:4]([O:7][C:8]1[CH:13]=[CH:12][C:11]([OH:14])=[CH:10][C:9]=1[CH3:15])(C)C.[C:17]1(C=CC(O)=CC=1)O.BrCC([O-])=O. (3) Given the product [ClH:1].[ClH:1].[CH3:29][NH:28][C:26]1[C:25]2[C:20](=[CH:21][CH:22]=[CH:23][CH:24]=2)[N:19]=[C:18]([NH:17][C@H:14]2[CH2:13][CH2:12][C@@H:11]([CH2:10][NH:9][CH2:8][C:7]3[CH:30]=[CH:31][CH:4]=[CH:5][C:6]=3[O:32][C:33]([F:36])([F:34])[F:35])[CH2:16][CH2:15]2)[CH:27]=1, predict the reactants needed to synthesize it. The reactants are: [ClH:1].Cl.Br[C:4]1[CH:31]=[CH:30][C:7]([CH2:8][NH:9][CH2:10][C@@H:11]2[CH2:16][CH2:15][C@H:14]([NH:17][C:18]3[CH:27]=[C:26]([NH:28][CH3:29])[C:25]4[C:20](=[CH:21][CH:22]=[CH:23][CH:24]=4)[N:19]=3)[CH2:13][CH2:12]2)=[C:6]([O:32][C:33]([F:36])([F:35])[F:34])[CH:5]=1.Cl. (4) Given the product [CH:6]1([C:12]2[NH:13][S:14](=[O:22])(=[O:23])[C:15]3[CH:21]=[C:20]([N+:1]([O-:4])=[O:2])[CH:19]=[CH:18][C:16]=3[N:17]=2)[CH2:7][CH2:8][CH2:9][CH2:10][CH2:11]1, predict the reactants needed to synthesize it. The reactants are: [N+:1]([O-:4])([O-])=[O:2].[K+].[CH:6]1([C:12]2[NH:13][S:14](=[O:23])(=[O:22])[C:15]3[CH:21]=[CH:20][CH:19]=[CH:18][C:16]=3[N:17]=2)[CH2:11][CH2:10][CH2:9][CH2:8][CH2:7]1. (5) The reactants are: [CH:1]1(CN2C(=O)C3NC(C4C=CC(COCCOCCOCCOCCOCCOCCOCCOCCOCCOC)=CC=4)=NC=3N(CC3CCCCC3)C2=O)CCCCC1.[CH:62]1([CH2:68][N:69]2[C:77](=[O:78])[C:76]3[N:75]=[C:74]([C:79]4[CH:89]=[CH:88][C:82](/[CH:83]=[CH:84]/[C:85]([OH:87])=[O:86])=[CH:81][CH:80]=4)[NH:73][C:72]=3[N:71]([CH2:90][CH:91]3[CH2:96][CH2:95][CH2:94][CH2:93][CH2:92]3)[C:70]2=[O:97])[CH2:67][CH2:66][CH2:65][CH2:64][CH2:63]1.C1(CN2C(=O)C3N=C(C4C=CC=C(/C=C/C(N5C=CN=C5)=O)C=4)NC=3N(CC3CCCCC3)C2=O)CCCCC1.C(=O)([O-])[O-].[K+].[K+]. Given the product [CH3:1][O:86][C:85](=[O:87])/[CH:84]=[CH:83]/[C:82]1[CH:81]=[CH:80][C:79]([C:74]2[NH:73][C:72]3[N:71]([CH2:90][CH:91]4[CH2:92][CH2:93][CH2:94][CH2:95][CH2:96]4)[C:70](=[O:97])[N:69]([CH2:68][CH:62]4[CH2:63][CH2:64][CH2:65][CH2:66][CH2:67]4)[C:77](=[O:78])[C:76]=3[N:75]=2)=[CH:89][CH:88]=1, predict the reactants needed to synthesize it.